Regression/Classification. Given a drug SMILES string, predict its toxicity properties. Task type varies by dataset: regression for continuous values (e.g., LD50, hERG inhibition percentage) or binary classification for toxic/non-toxic outcomes (e.g., AMES mutagenicity, cardiotoxicity, hepatotoxicity). Dataset: clintox. From a dataset of Clinical trial toxicity outcomes and FDA approval status for drugs. The compound is CCN(CC)CC(=O)Nc1c(C)cccc1C. The result is 1 (failed clinical trial for toxicity).